From a dataset of Orexin1 receptor HTS with 218,158 compounds and 233 confirmed actives. Binary Classification. Given a drug SMILES string, predict its activity (active/inactive) in a high-throughput screening assay against a specified biological target. (1) The compound is S(=O)(=O)(N(C)C)c1cc(NC(=S)N2CCc3c2cccc3)ccc1. The result is 0 (inactive). (2) The molecule is Brc1cc(CN(C(=O)c2ccncc2)C)c(OC)cc1. The result is 0 (inactive).